From a dataset of Ames mutagenicity test results for genotoxicity prediction. Regression/Classification. Given a drug SMILES string, predict its toxicity properties. Task type varies by dataset: regression for continuous values (e.g., LD50, hERG inhibition percentage) or binary classification for toxic/non-toxic outcomes (e.g., AMES mutagenicity, cardiotoxicity, hepatotoxicity). Dataset: ames. (1) The drug is c1cc2ccc3cccc4ccc(c1)c2c34. The result is 1 (mutagenic). (2) The compound is O=C(ON(OCc1ccccc1)C(=O)c1ccccc1)c1cccc([N+](=O)[O-])c1. The result is 1 (mutagenic). (3) The drug is Cc1cc([N+](=O)[O-])c(C)c2c1[nH]c1ccc([N+](=O)[O-])cc12. The result is 1 (mutagenic). (4) The compound is CC(=O)CC(C)=O. The result is 0 (non-mutagenic).